From a dataset of Reaction yield outcomes from USPTO patents with 853,638 reactions. Predict the reaction yield, written as a fraction of the theoretical maximum amount of product (1.0 means a 100% yield; for example, 0.34 means a 34% yield). (1) The reactants are [F:1][C:2]1[C:7]([O:8][CH3:9])=[CH:6][C:5]([CH3:10])=[CH:4][N:3]=1.[Br:11]N1C(=O)CCC1=O.N(C(C)(C)C#N)=NC(C)(C)C#N. The catalyst is C(Cl)(Cl)(Cl)Cl. The product is [Br:11][CH2:10][C:5]1[CH:6]=[C:7]([O:8][CH3:9])[C:2]([F:1])=[N:3][CH:4]=1. The yield is 0.600. (2) The product is [C:18]([O:1][CH2:2][CH2:3][C:4]([O:6][C:7]([CH3:10])([CH3:9])[CH3:8])=[O:5])([C:19]1[CH:24]=[CH:23][CH:22]=[CH:21][CH:20]=1)([C:31]1[CH:32]=[CH:33][CH:34]=[CH:35][CH:36]=1)[C:25]1[CH:26]=[CH:27][CH:28]=[CH:29][CH:30]=1. The catalyst is C(Cl)Cl. The reactants are [OH:1][CH2:2][CH2:3][C:4]([O:6][C:7]([CH3:10])([CH3:9])[CH3:8])=[O:5].N1C=CC=CC=1.Cl[C:18]([C:31]1[CH:36]=[CH:35][CH:34]=[CH:33][CH:32]=1)([C:25]1[CH:30]=[CH:29][CH:28]=[CH:27][CH:26]=1)[C:19]1[CH:24]=[CH:23][CH:22]=[CH:21][CH:20]=1. The yield is 0.658. (3) The reactants are [F:1][C:2]1[CH:7]=[CH:6][C:5]([C:8]2[O:9][C:10]3[CH:20]=[C:19]([N:21]([CH3:26])[S:22]([CH3:25])(=[O:24])=[O:23])[C:18]([C:27]4[CH:28]=[CH:29][C:30]5[N:31]([CH:33]=[CH:34][N:35]=5)[CH:32]=4)=[CH:17][C:11]=3[C:12]=2[C:13]([NH:15][CH3:16])=[O:14])=[CH:4][CH:3]=1.C1C(=O)N([Br:43])C(=O)C1.O. The catalyst is CN(C=O)C. The product is [Br:43][C:33]1[N:31]2[CH:32]=[C:27]([C:18]3[C:19]([N:21]([CH3:26])[S:22]([CH3:25])(=[O:24])=[O:23])=[CH:20][C:10]4[O:9][C:8]([C:5]5[CH:4]=[CH:3][C:2]([F:1])=[CH:7][CH:6]=5)=[C:12]([C:13]([NH:15][CH3:16])=[O:14])[C:11]=4[CH:17]=3)[CH:28]=[CH:29][C:30]2=[N:35][CH:34]=1. The yield is 0.850. (4) The reactants are Br[C:2]1[CH:3]=[CH:4][C:5]2[C:6]3[CH2:22][N:21]([C:23]([O:25][C:26]([CH3:29])([CH3:28])[CH3:27])=[O:24])[CH2:20][CH2:19][C:7]=3[N:8]([CH2:11][O:12][CH2:13][CH2:14][Si](C)(C)C)[C:9]=2[CH:10]=1.[CH2:30]([O:37][C:38]1[CH:43]=[CH:42][NH:41][C:40](=[O:44])[CH:39]=1)[C:31]1[CH:36]=[CH:35][CH:34]=[CH:33][CH:32]=1.C([O-])([O-])=O.[K+].[K+]. The catalyst is [Cu]I.CS(C)=O. The product is [CH2:30]([O:37][C:38]1[CH:43]=[CH:42][N:41]([C:2]2[CH:3]=[CH:4][C:5]3[C:6]4[CH2:22][N:21]([C:23]([O:25][C:26]([CH3:29])([CH3:28])[CH3:27])=[O:24])[CH2:20][CH2:19][C:7]=4[N:8]([CH2:11][O:12][CH2:13][CH3:14])[C:9]=3[CH:10]=2)[C:40](=[O:44])[CH:39]=1)[C:31]1[CH:32]=[CH:33][CH:34]=[CH:35][CH:36]=1. The yield is 0.130. (5) The reactants are [C:1]([C:3]1[C:8]([C:9]2[N:13]([S:14]([C:17]3[CH:21]=[CH:20][O:19][CH:18]=3)(=[O:16])=[O:15])[CH:12]=[C:11]([CH2:22][N:23](C)[C:24](=O)OC(C)(C)C)[CH:10]=2)=[CH:7][CH:6]=[CH:5][N:4]=1)#[N:2].C(OCC)(=O)C.[ClH:38]. The catalyst is C(OCC)(=O)C.CC(O)C. The product is [ClH:38].[O:19]1[CH:20]=[CH:21][C:17]([S:14]([N:13]2[CH:12]=[C:11]([CH2:22][NH:23][CH3:24])[CH:10]=[C:9]2[C:8]2[C:3]([C:1]#[N:2])=[N:4][CH:5]=[CH:6][CH:7]=2)(=[O:16])=[O:15])=[CH:18]1. The yield is 0.840. (6) The reactants are [Cl:1][C:2]1[CH:7]=[CH:6][C:5]([S:8]([N:11]([C:15]2[C:16]([CH:22]([C:24]3[CH:29]=[C:28]([N+:30]([O-:32])=[O:31])[CH:27]=[CH:26][C:25]=3[Cl:33])[OH:23])=[N:17][CH:18]=[C:19]([CH3:21])[CH:20]=2)[CH2:12][O:13][CH3:14])(=[O:10])=[O:9])=[CH:4][C:3]=1[C:34]([F:37])([F:36])[F:35].CC(OI1(OC(C)=O)(OC(C)=O)OC(=O)C2C=CC=CC1=2)=O.[O-]S([O-])(=S)=O.[Na+].[Na+].C([O-])(O)=O.[Na+]. The catalyst is C(Cl)Cl. The product is [Cl:1][C:2]1[CH:7]=[CH:6][C:5]([S:8]([N:11]([C:15]2[C:16]([C:22](=[O:23])[C:24]3[CH:29]=[C:28]([N+:30]([O-:32])=[O:31])[CH:27]=[CH:26][C:25]=3[Cl:33])=[N:17][CH:18]=[C:19]([CH3:21])[CH:20]=2)[CH2:12][O:13][CH3:14])(=[O:9])=[O:10])=[CH:4][C:3]=1[C:34]([F:35])([F:37])[F:36]. The yield is 0.520.